Dataset: Reaction yield outcomes from USPTO patents with 853,638 reactions. Task: Predict the reaction yield, written as a fraction of the theoretical maximum amount of product (1.0 means a 100% yield; for example, 0.34 means a 34% yield). (1) The reactants are [CH3:1][C:2]([S:9][CH3:10])([CH3:8])[C:3]([O:5]CC)=O.[C:11](#[N:13])[CH3:12]. No catalyst specified. The product is [CH3:8][C:2]([S:9][CH3:10])([CH3:1])[C:3](=[O:5])[CH2:12][C:11]#[N:13]. The yield is 0.810. (2) The reactants are [OH:1][C:2]1[CH:7]=[CH:6][C:5]([Br:8])=[CH:4][N:3]=1.C(=O)([O-])[O-].[K+].[K+].[I-].[Na+].Cl[CH2:18][C:19]#[N:20]. No catalyst specified. The product is [Br:8][C:5]1[CH:6]=[CH:7][C:2](=[O:1])[N:3]([CH2:18][C:19]#[N:20])[CH:4]=1. The yield is 0.670. (3) The reactants are [CH2:1]([N:5]1[CH:9]=[C:8]([C:10]2[CH:15]=[CH:14][C:13]([Cl:16])=[CH:12][C:11]=2[Cl:17])[N:7]=[C:6]1[C@@H:18]([NH:35][C:36]([CH:38]1[CH2:43][CH2:42][CH:41]([CH2:44][CH3:45])[CH2:40][CH2:39]1)=[O:37])[CH2:19][C:20]1[CH:25]=[CH:24][C:23]([O:26][C:27]2[CH:32]=[CH:31][C:30]([C:33]#[N:34])=[CH:29][CH:28]=2)=[CH:22][CH:21]=1)[CH2:2][CH2:3][CH3:4].[N-:46]=[N+:47]=[N-:48].[Na+].[Cl-].[NH4+]. No catalyst specified. The product is [CH2:1]([N:5]1[CH:9]=[C:8]([C:10]2[CH:15]=[CH:14][C:13]([Cl:16])=[CH:12][C:11]=2[Cl:17])[N:7]=[C:6]1[C@@H:18]([NH:35][C:36]([CH:38]1[CH2:43][CH2:42][CH:41]([CH2:44][CH3:45])[CH2:40][CH2:39]1)=[O:37])[CH2:19][C:20]1[CH:25]=[CH:24][C:23]([O:26][C:27]2[CH:28]=[CH:29][C:30]([C:33]3[NH:48][N:47]=[N:46][N:34]=3)=[CH:31][CH:32]=2)=[CH:22][CH:21]=1)[CH2:2][CH2:3][CH3:4]. The yield is 0.180. (4) The reactants are [Br:1][C:2]1[CH:21]=[CH:20][C:5]([O:6][C:7]2[N:14]=[C:13]([N:15]([CH2:17][CH2:18][OH:19])[CH3:16])[CH:12]=[CH:11][C:8]=2C#N)=[CH:4][C:3]=1[CH:22]=[O:23].[CH3:24][C:25]([Si:28](Cl)([CH3:30])[CH3:29])([CH3:27])[CH3:26].C[CH2:33][N:34](CC)CC. The catalyst is C1COCC1. The product is [Br:1][C:2]1[CH:21]=[CH:20][C:5]([O:6][C:7]2[CH:8]=[CH:11][C:12]([C:33]#[N:34])=[C:13]([N:15]([CH2:17][CH2:18][O:19][Si:28]([C:25]([CH3:27])([CH3:26])[CH3:24])([CH3:30])[CH3:29])[CH3:16])[N:14]=2)=[CH:4][C:3]=1[CH:22]=[O:23]. The yield is 0.850. (5) The reactants are [C:1]([CH2:3][C@H:4]1[CH2:15][CH2:14][C:13]2[S:12][C:11]3[N:10]=[CH:9][N:8]=[C:7]([O:16][CH:17]4[CH2:22][CH2:21][C:20]([NH:24][C:25](=[O:31])[O:26][C:27]([CH3:30])([CH3:29])[CH3:28])([CH3:23])[CH2:19][CH2:18]4)[C:6]=3[C:5]1=2)#[N:2].[OH:32][Li].O.OO. The catalyst is CO. The product is [C:1]([CH2:3][C@H:4]1[CH2:15][CH2:14][C:13]2[S:12][C:11]3[N:10]=[CH:9][N:8]=[C:7]([O:16][CH:17]4[CH2:18][CH2:19][C:20]([NH:24][C:25](=[O:31])[O:26][C:27]([CH3:30])([CH3:29])[CH3:28])([CH3:23])[CH2:21][CH2:22]4)[C:6]=3[C:5]1=2)(=[O:32])[NH2:2]. The yield is 0.720. (6) The reactants are [CH2:1]([NH2:3])[CH3:2].[C:4]([C:7]1[CH:15]=[CH:14][CH:13]=[C:12]2[C:8]=1[CH2:9][C:10](=[O:16])[NH:11]2)(O)=[O:5].C1CN([P+](ON2N=NC3C=CC=CC2=3)(N2CCCC2)N2CCCC2)CC1.F[P-](F)(F)(F)(F)F. The catalyst is CN(C)C=O.CN(C)C1C=CN=CC=1. The product is [CH2:1]([NH:3][C:4]([C:7]1[C:8]2[CH2:9][C:10](=[O:16])[NH:11][C:12]=2[CH:13]=[CH:14][CH:15]=1)=[O:5])[CH3:2]. The yield is 0.650.